This data is from Reaction yield outcomes from USPTO patents with 853,638 reactions. The task is: Predict the reaction yield, written as a fraction of the theoretical maximum amount of product (1.0 means a 100% yield; for example, 0.34 means a 34% yield). (1) The reactants are Br[C:2]1[CH:3]=[C:4]([C:8]2[C:17]3[C:12](=[CH:13][CH:14]=[CH:15][CH:16]=3)[CH:11]=[CH:10][CH:9]=2)[CH:5]=[CH:6][CH:7]=1.CCCCCC.C([Li])CCC.[B:29](OC(C)C)([O:34]C(C)C)[O:30]C(C)C.Cl. The catalyst is C1(C)C=CC=CC=1.C1COCC1. The product is [C:8]1([C:4]2[CH:3]=[C:2]([B:29]([OH:34])[OH:30])[CH:7]=[CH:6][CH:5]=2)[C:17]2[C:12](=[CH:13][CH:14]=[CH:15][CH:16]=2)[CH:11]=[CH:10][CH:9]=1. The yield is 0.670. (2) The reactants are Br[C:2]1[N:3]=[CH:4][S:5][C:6]=1[NH:7][C:8](=[O:14])[O:9][C:10]([CH3:13])([CH3:12])[CH3:11].C([Sn](CCCC)(CCCC)[C:20]1[N:21]=[CH:22][S:23][CH:24]=1)CCC. The catalyst is O1CCOCC1.C1C=CC([P]([Pd]([P](C2C=CC=CC=2)(C2C=CC=CC=2)C2C=CC=CC=2)([P](C2C=CC=CC=2)(C2C=CC=CC=2)C2C=CC=CC=2)[P](C2C=CC=CC=2)(C2C=CC=CC=2)C2C=CC=CC=2)(C2C=CC=CC=2)C2C=CC=CC=2)=CC=1. The product is [S:5]1[C:6]([NH:7][C:8](=[O:14])[O:9][C:10]([CH3:13])([CH3:12])[CH3:11])=[C:2]([C:20]2[N:21]=[CH:22][S:23][CH:24]=2)[N:3]=[CH:4]1. The yield is 0.710. (3) The reactants are C([O:3][C:4]([C:6]1[S:14][C:13]2[CH2:12][CH2:11][N:10]([C:15](OCC)=O)[CH2:9][C:8]=2[CH:7]=1)=O)C.[H-].[H-].[H-].[H-].[Li+].[Al+3]. The catalyst is C1COCC1. The product is [CH3:15][N:10]1[CH2:11][CH2:12][C:13]2[S:14][C:6]([CH2:4][OH:3])=[CH:7][C:8]=2[CH2:9]1. The yield is 0.980. (4) The reactants are [F:1][C:2]1[CH:7]=[C:6]([N+:8]([O-:10])=[O:9])[CH:5]=[CH:4][C:3]=1[CH2:11][C:12](OCC)=[O:13].CC(C[Al]CC(C)C)C. The catalyst is C(Cl)Cl. The product is [F:1][C:2]1[CH:7]=[C:6]([N+:8]([O-:10])=[O:9])[CH:5]=[CH:4][C:3]=1[CH2:11][CH:12]=[O:13]. The yield is 1.00. (5) The reactants are Cl[S:2]([CH2:5][CH2:6][CH2:7][NH:8][C:9](=[O:11])[CH3:10])(=[O:4])=[O:3].[CH3:12][CH:13]([CH3:29])[C:14]([O:16][CH2:17][CH2:18][O:19][C:20](=[O:28])[NH:21][CH2:22][C:23]([CH3:27])([CH3:26])[CH2:24][OH:25])=[O:15].N1C=CC=CC=1. The catalyst is ClCCl.CN(C1C=CN=CC=1)C. The product is [CH3:12][CH:13]([CH3:29])[C:14]([O:16][CH2:17][CH2:18][O:19][C:20](=[O:28])[NH:21][CH2:22][C:23]([CH3:27])([CH3:26])[CH2:24][O:25][S:2]([CH2:5][CH2:6][CH2:7][NH:8][C:9](=[O:11])[CH3:10])(=[O:4])=[O:3])=[O:15]. The yield is 0.120.